Dataset: Peptide-MHC class II binding affinity with 134,281 pairs from IEDB. Task: Regression. Given a peptide amino acid sequence and an MHC pseudo amino acid sequence, predict their binding affinity value. This is MHC class II binding data. (1) The peptide sequence is INAIFEENEVDISVV. The MHC is DRB4_0103 with pseudo-sequence DRB4_0103. The binding affinity (normalized) is 0.391. (2) The peptide sequence is MGRDIKVQFQSGGAN. The MHC is DRB1_1001 with pseudo-sequence DRB1_1001. The binding affinity (normalized) is 0.405. (3) The peptide sequence is EKKYNAATQFEPLAA. The MHC is HLA-DPA10103-DPB10601 with pseudo-sequence HLA-DPA10103-DPB10601. The binding affinity (normalized) is 0.574.